From a dataset of Forward reaction prediction with 1.9M reactions from USPTO patents (1976-2016). Predict the product of the given reaction. Given the reactants [C:1]([O:5][C:6](=[O:17])[C@H:7]([CH2:9][C:10]1[CH:15]=[CH:14][C:13]([OH:16])=[CH:12][CH:11]=1)[NH2:8])([CH3:4])([CH3:3])[CH3:2].[F:18][C:19]1[CH:27]=[CH:26][CH:25]=[C:24]([F:28])[C:20]=1[C:21](Cl)=[O:22], predict the reaction product. The product is: [C:1]([O:5][C:6](=[O:17])[C@H:7]([CH2:9][C:10]1[CH:15]=[CH:14][C:13]([OH:16])=[CH:12][CH:11]=1)[NH:8][C:21](=[O:22])[C:20]1[C:19]([F:18])=[CH:27][CH:26]=[CH:25][C:24]=1[F:28])([CH3:4])([CH3:2])[CH3:3].